Task: Predict the reactants needed to synthesize the given product.. Dataset: Full USPTO retrosynthesis dataset with 1.9M reactions from patents (1976-2016) (1) Given the product [Cl:29][C:24]1[CH:23]=[C:22]([C:16]2([C:18]([F:20])([F:21])[F:19])[O:15][CH:14]=[C:13]([C:10]3[CH:11]=[CH:12][C:7]([C:6]([OH:31])=[O:5])=[C:8]([CH3:30])[CH:9]=3)[CH2:17]2)[CH:27]=[C:26]([Cl:28])[CH:25]=1, predict the reactants needed to synthesize it. The reactants are: C([O:5][C:6](=[O:31])[C:7]1[CH:12]=[CH:11][C:10]([C:13]2[CH2:17][C:16]([C:22]3[CH:27]=[C:26]([Cl:28])[CH:25]=[C:24]([Cl:29])[CH:23]=3)([C:18]([F:21])([F:20])[F:19])[O:15][CH:14]=2)=[CH:9][C:8]=1[CH3:30])(C)(C)C.FC(F)(F)C(O)=O. (2) Given the product [NH2:9][C@H:8]([C:10]([OH:12])=[O:11])[CH2:7][CH2:6][CH2:5][NH:4][C:3]([NH2:2])=[O:24], predict the reactants needed to synthesize it. The reactants are: O[NH:2][C:3](=N)[NH:4][CH2:5][CH2:6][CH2:7][C@@H:8]([C:10]([OH:12])=[O:11])[NH2:9].N[C@H](C(O)=[O:24])CCCNC(=N)N.CC(O)=O.C(CN=C(NO)N)C[C@H](N)C(O)=O.[N]=O. (3) Given the product [CH:37]1([N:28]2[CH2:29][C:30]([F:35])([F:36])[C:31](=[O:34])[N:32]([CH3:33])[C:26]3[CH:25]=[N:24][C:23]([NH:22][C:19]4[CH:20]=[CH:21][C:16]([C:15]([NH:14][CH:11]5[CH2:12][CH2:13][NH:8][CH2:9][CH2:10]5)=[O:46])=[CH:17][C:18]=4[O:43][CH2:44][CH3:45])=[N:42][C:27]2=3)[CH2:38][CH2:39][CH2:40][CH2:41]1, predict the reactants needed to synthesize it. The reactants are: C(OC([N:8]1[CH2:13][CH2:12][CH:11]([NH:14][C:15](=[O:46])[C:16]2[CH:21]=[CH:20][C:19]([NH:22][C:23]3[N:24]=[CH:25][C:26]4[N:32]([CH3:33])[C:31](=[O:34])[C:30]([F:36])([F:35])[CH2:29][N:28]([CH:37]5[CH2:41][CH2:40][CH2:39][CH2:38]5)[C:27]=4[N:42]=3)=[C:18]([O:43][CH2:44][CH3:45])[CH:17]=2)[CH2:10][CH2:9]1)=O)(C)(C)C.FC(F)(F)C(O)=O. (4) Given the product [C:30]([NH:33][CH2:34][CH2:35][O:10][C:9](=[O:11])[CH:8]([O:7][C:6]1[CH:5]=[CH:4][C:3]([C:2]([F:24])([F:25])[F:1])=[CH:23][CH:22]=1)[C:12]1[CH:17]=[CH:16][CH:15]=[C:14]([C:18]([F:19])([F:20])[F:21])[CH:13]=1)(=[O:32])[CH3:31], predict the reactants needed to synthesize it. The reactants are: [F:1][C:2]([F:25])([F:24])[C:3]1[CH:23]=[CH:22][C:6]([O:7][CH:8]([C:12]2[CH:17]=[CH:16][CH:15]=[C:14]([C:18]([F:21])([F:20])[F:19])[CH:13]=2)[C:9]([OH:11])=[O:10])=[CH:5][CH:4]=1.S(Cl)(Cl)=O.[C:30]([NH:33][CH2:34][CH2:35]O)(=[O:32])[CH3:31]. (5) Given the product [OH:13][C:12]1[C:5]([OH:4])=[CH:6][C:7]2[C:8](=[O:9])[CH2:10][C:11]3[CH:12]=[CH:5][CH:6]=[CH:7][C:22]=3[O:25][C:10]=2[CH:11]=1, predict the reactants needed to synthesize it. The reactants are: BrBr.C[O:4][C:5]1[CH:6]=[C:7]([CH:10]=[CH:11][C:12]=1[O:13]C)[CH:8]=[O:9].S([O-])([O-])(=O)=S.[Na+].[Na+].[C:22](=[O:25])(O)[O-].[Na+]. (6) Given the product [F:21][C:16]1[CH:15]=[C:14]([C:10]2([OH:13])[CH2:11][CH2:12][NH:8][CH2:9]2)[CH:19]=[CH:18][C:17]=1[F:20], predict the reactants needed to synthesize it. The reactants are: C([N:8]1[CH2:12][CH2:11][C:10]([C:14]2[CH:19]=[CH:18][C:17]([F:20])=[C:16]([F:21])[CH:15]=2)([OH:13])[CH2:9]1)C1C=CC=CC=1.C([O-])=O.[NH4+]. (7) Given the product [C@H:16]1([NH:13][C:14]([N:9]2[C:10](=[O:11])[C:5]3[C:6](=[N:7][C:2]([Cl:1])=[CH:3][C:4]=3[CH3:12])[NH:8]2)=[O:15])[C:24]2[C:19](=[CH:20][CH:21]=[CH:22][CH:23]=2)[CH2:18][CH2:17]1, predict the reactants needed to synthesize it. The reactants are: [Cl:1][C:2]1[N:7]=[C:6]2[NH:8][N:9]=[C:10]([OH:11])[C:5]2=[C:4]([CH3:12])[CH:3]=1.[N:13]([C@H:16]1[C:24]2[C:19](=[CH:20][CH:21]=[CH:22][CH:23]=2)[CH2:18][CH2:17]1)=[C:14]=[O:15]. (8) Given the product [CH3:16][C:10]1[CH:11]=[N:12][CH:13]=[C:14]([CH3:15])[C:9]=1[C:5]1[C:6]([CH3:8])=[CH:7][C:2]([CH:19]=[CH:18][C:20]2[CH:25]=[CH:24][C:23]([CH:26]([C:27]#[N:28])[C:29]#[N:30])=[CH:22][CH:21]=2)=[CH:3][C:4]=1[CH3:17], predict the reactants needed to synthesize it. The reactants are: I[C:2]1[CH:7]=[C:6]([CH3:8])[C:5]([C:9]2[C:14]([CH3:15])=[CH:13][N:12]=[CH:11][C:10]=2[CH3:16])=[C:4]([CH3:17])[CH:3]=1.[CH:18]([C:20]1[CH:25]=[CH:24][C:23]([CH:26]([C:29]#[N:30])[C:27]#[N:28])=[CH:22][CH:21]=1)=[CH2:19].C1C=CC(P(C2C=CC=CC=2)C2C=CC=CC=2)=CC=1.